From a dataset of Catalyst prediction with 721,799 reactions and 888 catalyst types from USPTO. Predict which catalyst facilitates the given reaction. (1) Reactant: Br[CH2:2][C:3]([C:5]1[CH:6]=[N:7][C:8]([Br:11])=[CH:9][CH:10]=1)=O.[CH:12]1([CH2:15][NH:16][C:17]([NH2:19])=[S:18])[CH2:14][CH2:13]1.C(=O)(O)[O-].[Na+]. Product: [Br:11][C:8]1[N:7]=[CH:6][C:5]([C:3]2[N:19]=[C:17]([NH:16][CH2:15][CH:12]3[CH2:14][CH2:13]3)[S:18][CH:2]=2)=[CH:10][CH:9]=1. The catalyst class is: 8. (2) Reactant: C([Li])CCC.C[Si]([C:10]#[CH:11])(C)C.[C:12]([O:16][C:17]([N:19]1[CH2:24][CH2:23][CH2:22][C:21](=[O:25])[CH2:20]1)=[O:18])([CH3:15])([CH3:14])[CH3:13].[Cl-].N. Product: [C:12]([O:16][C:17]([N:19]1[CH2:24][CH2:23][CH2:22][C:21]([C:10]#[CH:11])([OH:25])[CH2:20]1)=[O:18])([CH3:15])([CH3:13])[CH3:14]. The catalyst class is: 188. (3) Reactant: Cl[C:2]1[C:11]2[C:6](=[CH:7][C:8]([C:12]([F:15])([F:14])[F:13])=[CH:9][CH:10]=2)[N:5]=[CH:4][CH:3]=1.Cl.O1CCOCC1.[NH2:23][C:24]1[CH:29]=[CH:28][CH:27]=[CH:26][C:25]=1[CH2:30][C:31]([N:33]([CH3:35])[CH3:34])=[O:32]. Product: [CH3:35][N:33]([CH3:34])[C:31](=[O:32])[CH2:30][C:25]1[CH:26]=[CH:27][CH:28]=[CH:29][C:24]=1[NH:23][C:2]1[C:11]2[C:6](=[CH:7][C:8]([C:12]([F:15])([F:14])[F:13])=[CH:9][CH:10]=2)[N:5]=[CH:4][CH:3]=1. The catalyst class is: 10. (4) Reactant: [CH:1]1[C:2]([CH2:10][C@@H:11]([NH2:28])[CH2:12][C:13]([N:15]2[CH2:27][C:19]3=[N:20][N:21]=[C:22]([C:23]([F:26])([F:25])[F:24])[N:18]3[CH2:17][CH2:16]2)=[O:14])=[C:3]([F:9])[CH:4]=[C:5]([F:8])[C:6]=1[F:7].[CH:29]([OH:32])([CH3:31])C. Product: [CH:1]1[C:2]([CH2:10][C@@H:11]([NH2:28])[CH2:12][C:13]([N:15]2[CH2:27][C:19]3=[N:20][N:21]=[C:22]([C:23]([F:26])([F:25])[F:24])[N:18]3[CH2:17][CH2:16]2)=[O:14])=[C:3]([F:9])[CH:4]=[C:5]([F:8])[C:6]=1[F:7].[C:29]([O-:32])(=[O:14])[CH3:31]. The catalyst class is: 15.